This data is from Full USPTO retrosynthesis dataset with 1.9M reactions from patents (1976-2016). The task is: Predict the reactants needed to synthesize the given product. (1) Given the product [CH3:1][CH2:2][O:20][C:19]([CH3:26])=[O:22].[CH3:12][CH2:4][CH2:3][CH:2]([CH3:14])[CH3:1].[CH3:1][C:2]1[C:14]([N+:15]([O-:17])=[O:16])=[C:13]([CH3:18])[C:12]2[C:11]3[C:6](=[CH:7][CH:8]=[CH:9][CH:10]=3)[N:5]([CH:26]([CH3:28])[CH3:27])[C:4]=2[CH:3]=1, predict the reactants needed to synthesize it. The reactants are: [CH3:1][C:2]1[C:14]([N+:15]([O-:17])=[O:16])=[C:13]([CH3:18])[C:12]2[C:11]3[C:6](=[CH:7][CH:8]=[CH:9][CH:10]=3)[NH:5][C:4]=2[CH:3]=1.[C:19](=[O:22])([O-])[O-:20].[Cs+].[Cs+].I[CH:26]([CH3:28])[CH3:27]. (2) Given the product [S:31]1[CH:35]=[CH:34][N:33]=[C:32]1[CH2:36][NH:37][C:19](=[O:21])[C:18]1[CH:22]=[CH:23][C:15]([N:13]2[CH2:14][C:9]3[CH2:8][N:7]([C:5](=[O:6])[C:4]4[CH:24]=[CH:25][CH:26]=[CH:27][C:3]=4[C:2]([F:29])([F:1])[F:28])[CH2:11][C:10]=3[CH2:12]2)=[N:16][CH:17]=1, predict the reactants needed to synthesize it. The reactants are: [F:1][C:2]([F:29])([F:28])[C:3]1[CH:27]=[CH:26][CH:25]=[CH:24][C:4]=1[C:5]([N:7]1[CH2:11][C:10]2[CH2:12][N:13]([C:15]3[CH:23]=[CH:22][C:18]([C:19]([OH:21])=O)=[CH:17][N:16]=3)[CH2:14][C:9]=2[CH2:8]1)=[O:6].Cl.[S:31]1[CH:35]=[CH:34][N:33]=[C:32]1[CH2:36][NH2:37]. (3) Given the product [F:1][C:2]1[CH:7]=[C:6]([O:8][CH2:9][C:10]2[CH:15]=[CH:14][C:13]([CH:16]([S:28][C:29]3[S:30][CH:31]=[C:32]([C:34]4[CH:39]=[CH:38][CH:37]=[CH:36][CH:35]=4)[N:33]=3)[CH2:17][CH2:18][CH3:19])=[CH:12][CH:11]=2)[CH:5]=[CH:4][C:3]=1[CH2:21][CH2:22][C:23]([O:25][CH2:26][CH3:27])=[O:24], predict the reactants needed to synthesize it. The reactants are: [F:1][C:2]1[CH:7]=[C:6]([O:8][CH2:9][C:10]2[CH:15]=[CH:14][C:13]([CH:16](O)[CH2:17][CH2:18][CH3:19])=[CH:12][CH:11]=2)[CH:5]=[CH:4][C:3]=1[CH2:21][CH2:22][C:23]([O:25][CH2:26][CH3:27])=[O:24].[SH:28][C:29]1[S:30][CH:31]=[C:32]([C:34]2[CH:39]=[CH:38][CH:37]=[CH:36][CH:35]=2)[N:33]=1.C1(P(C2C=CC=CC=2)C2C=CC=CC=2)C=CC=CC=1.N(C(OCC)=O)=NC(OCC)=O.